The task is: Predict the product of the given reaction.. This data is from Forward reaction prediction with 1.9M reactions from USPTO patents (1976-2016). (1) Given the reactants C(OC([N:8]1[CH2:13][CH:12]2[CH2:14][CH:9]1[CH2:10][N:11]2[CH2:15][CH2:16][C:17]1[C:26]2[C:21](=[CH:22][CH:23]=[C:24]([O:27][CH3:28])[CH:25]=2)[N:20]=[CH:19][C:18]=1[C:29]#[N:30])=O)(C)(C)C.Cl, predict the reaction product. The product is: [CH:12]12[CH2:14][CH:9]([NH:8][CH2:13]1)[CH2:10][N:11]2[CH2:15][CH2:16][C:17]1[C:26]2[C:21](=[CH:22][CH:23]=[C:24]([O:27][CH3:28])[CH:25]=2)[N:20]=[CH:19][C:18]=1[C:29]#[N:30]. (2) Given the reactants [Cl-].[CH3:2][O:3][CH2:4][P+](C1C=CC=CC=1)(C1C=CC=CC=1)C1C=CC=CC=1.[Li][CH2:25]CCC.[CH2:29]([C:31]1[C:36](C=O)=[CH:35][CH:34]=[CH:33][C:32]=1[C:39]1[CH:40]=[N:41][C:42]([C:45]2[CH:46]=[CH:47][C:48]([CH2:53][CH:54]([CH3:56])[CH3:55])=[C:49]([CH:52]=2)[C:50]#[N:51])=[N:43][CH:44]=1)[CH3:30], predict the reaction product. The product is: [CH2:29]([C:31]1[C:36](/[CH:25]=[CH:4]/[O:3][CH3:2])=[CH:35][CH:34]=[CH:33][C:32]=1[C:39]1[CH:40]=[N:41][C:42]([C:45]2[CH:46]=[CH:47][C:48]([CH2:53][CH:54]([CH3:56])[CH3:55])=[C:49]([CH:52]=2)[C:50]#[N:51])=[N:43][CH:44]=1)[CH3:30]. (3) The product is: [F:1][C:2]1[CH:31]=[CH:30][CH:29]=[C:28]([F:32])[C:3]=1[CH2:4][N:5]1[CH:10]=[C:9]([C:35]2[CH:40]=[CH:39][CH:38]=[CH:37][CH:36]=2)[C:8](=[O:12])[N:7]2[C:13]([CH3:27])=[C:14]([C:16]3[CH:21]=[CH:20][C:19]([O:22][CH2:23][CH:24]4[CH2:26][CH2:25]4)=[CH:18][CH:17]=3)[N:15]=[C:6]12. Given the reactants [F:1][C:2]1[CH:31]=[CH:30][CH:29]=[C:28]([F:32])[C:3]=1[CH2:4][N:5]1[CH:10]=[C:9](Br)[C:8](=[O:12])[N:7]2[C:13]([CH3:27])=[C:14]([C:16]3[CH:21]=[CH:20][C:19]([O:22][CH2:23][CH:24]4[CH2:26][CH2:25]4)=[CH:18][CH:17]=3)[N:15]=[C:6]12.O=O.[C:35]1(B(O)O)[CH:40]=[CH:39][CH:38]=[CH:37][CH:36]=1.C([O-])([O-])=O.[K+].[K+], predict the reaction product. (4) Given the reactants [Cl:1][C:2]1[C:10]([C:11]([C:14]#[N:15])([CH3:13])[CH3:12])=[CH:9][CH:8]=[CH:7][C:3]=1[C:4]([OH:6])=O.CN(C)C=O.[NH2:21][C:22]1[C:23]([F:43])=[CH:24][C:25]([Cl:42])=[C:26]([CH:41]=1)[O:27][C:28]1[N:33]=[C:32]2[S:34][C:35]([NH:37][C:38](=[O:40])[CH3:39])=[N:36][C:31]2=[CH:30][CH:29]=1.O, predict the reaction product. The product is: [C:38]([NH:37][C:35]1[S:34][C:32]2[C:31]([N:36]=1)=[CH:30][CH:29]=[C:28]([O:27][C:26]1[C:25]([Cl:42])=[CH:24][C:23]([F:43])=[C:22]([NH:21][C:4](=[O:6])[C:3]3[CH:7]=[CH:8][CH:9]=[C:10]([C:11]([C:14]#[N:15])([CH3:13])[CH3:12])[C:2]=3[Cl:1])[CH:41]=1)[N:33]=2)(=[O:40])[CH3:39]. (5) Given the reactants [Cl:1][C:2]1[CH:9]=[C:8]([N:10]([C@H:22]2[CH2:26][CH2:25][NH:24][CH2:23]2)[CH2:11][C:12]2[CH:17]=[CH:16][CH:15]=[CH:14][C:13]=2[C:18]([F:21])([F:20])[F:19])[CH:7]=[CH:6][C:3]=1[C:4]#[N:5].[C:27]([O:31][C:32]([CH3:35])([CH3:34])[CH3:33])(=[O:30])[CH:28]=[CH2:29], predict the reaction product. The product is: [Cl:1][C:2]1[CH:9]=[C:8]([N:10]([CH2:11][C:12]2[CH:17]=[CH:16][CH:15]=[CH:14][C:13]=2[C:18]([F:19])([F:20])[F:21])[C@H:22]2[CH2:26][CH2:25][N:24]([CH2:29][CH2:28][C:27]([O:31][C:32]([CH3:35])([CH3:34])[CH3:33])=[O:30])[CH2:23]2)[CH:7]=[CH:6][C:3]=1[C:4]#[N:5]. (6) Given the reactants [H-].[Na+].[CH2:3]([OH:6])[CH2:4][CH3:5].[CH2:7]([C@H:14]1[N:19]([C:20]([C:22]2[N:23]=[CH:24][N:25]([CH:33]3[CH2:40][CH2:39][CH2:38][CH2:37][C:34]43[O:36][CH2:35]4)[C:26]=2[C:27]2[CH:32]=[CH:31][CH:30]=[CH:29][CH:28]=2)=[O:21])[CH2:18][CH2:17][N:16]([C:41]([O:43][C:44]([CH3:47])([CH3:46])[CH3:45])=[O:42])[CH2:15]1)[C:8]1[CH:13]=[CH:12][CH:11]=[CH:10][CH:9]=1.C(=O)(O)[O-].[Na+], predict the reaction product. The product is: [CH2:7]([C@H:14]1[N:19]([C:20]([C:22]2[N:23]=[CH:24][N:25]([CH:33]3[CH2:40][CH2:39][CH2:38][CH2:37][C:34]3([OH:36])[CH2:35][O:6][CH2:3][CH2:4][CH3:5])[C:26]=2[C:27]2[CH:32]=[CH:31][CH:30]=[CH:29][CH:28]=2)=[O:21])[CH2:18][CH2:17][N:16]([C:41]([O:43][C:44]([CH3:47])([CH3:46])[CH3:45])=[O:42])[CH2:15]1)[C:8]1[CH:9]=[CH:10][CH:11]=[CH:12][CH:13]=1.